Dataset: Catalyst prediction with 721,799 reactions and 888 catalyst types from USPTO. Task: Predict which catalyst facilitates the given reaction. (1) Reactant: [CH3:1][O:2][C:3](=[O:22])[C:4]1[CH:9]=[CH:8][C:7]([NH:10][CH:11]2[CH2:16][CH2:15][CH2:14][CH2:13][CH:12]2[CH2:17][CH3:18])=[C:6]([N+:19]([O-])=O)[CH:5]=1. Product: [CH3:1][O:2][C:3](=[O:22])[C:4]1[CH:9]=[CH:8][C:7]([NH:10][CH:11]2[CH2:16][CH2:15][CH2:14][CH2:13][CH:12]2[CH2:17][CH3:18])=[C:6]([NH2:19])[CH:5]=1. The catalyst class is: 19. (2) Reactant: [C:1]1([C:10]([O:12]CC)=[O:11])[CH:2]=[CH:3][N:4]2[C:9]=1[CH:8]=[CH:7][CH:6]=[CH:5]2.[OH-].[Na+]. Product: [C:1]1([C:10]([OH:12])=[O:11])[CH:2]=[CH:3][N:4]2[C:9]=1[CH:8]=[CH:7][CH:6]=[CH:5]2. The catalyst class is: 1. (3) Reactant: [Cl:1][C:2]1[N:3]=[C:4]([N:13]2[CH2:18][CH2:17][O:16][CH2:15][CH2:14]2)[C:5]2[S:10][C:9](C=O)=[CH:8][C:6]=2[N:7]=1.OC1CCCNC1.S([O-])([O-])(=O)=O.[Mg+2].C(O[BH-](OC(=O)C)OC(=O)C)(=O)C.[Na+].C(=O)(O)[O-].[Na+]. Product: [Cl:1][C:2]1[N:3]=[C:4]([N:13]2[CH2:18][CH2:17][O:16][CH2:15][CH2:14]2)[C:5]2[S:10][CH:9]=[CH:8][C:6]=2[N:7]=1. The catalyst class is: 875.